Dataset: Full USPTO retrosynthesis dataset with 1.9M reactions from patents (1976-2016). Task: Predict the reactants needed to synthesize the given product. (1) Given the product [CH3:1][O:2][C:3](=[O:13])[CH2:4][CH2:5][C:6]1[CH:11]=[CH:10][C:9]([NH:12][C:19]2[CH:20]=[CH:21][CH:22]=[CH:23][C:18]=2[C:16](=[O:17])[CH3:15])=[CH:8][CH:7]=1, predict the reactants needed to synthesize it. The reactants are: [CH3:1][O:2][C:3](=[O:13])[CH2:4][CH2:5][C:6]1[CH:11]=[CH:10][C:9]([NH2:12])=[CH:8][CH:7]=1.Cl[CH2:15][C:16]([C:18]1[CH:23]=[CH:22][CH:21]=[CH:20][CH:19]=1)=[O:17].C([O-])([O-])=O.[Cs+].[Cs+]. (2) Given the product [CH2:1]([C:4]1[N:8]([CH2:9][C:10]2[CH:30]=[CH:29][C:13]3/[C:14](=[CH:23]/[C:24]4[N:25]=[CH:35][O:28][N:27]=4)/[C:15]4[CH:22]=[CH:21][CH:20]=[CH:19][C:16]=4[CH2:17][CH2:18][C:12]=3[CH:11]=2)[C:7]2[CH:31]=[CH:32][CH:33]=[CH:34][C:6]=2[N:5]=1)[CH2:2][CH3:3], predict the reactants needed to synthesize it. The reactants are: [CH2:1]([C:4]1[N:8]([CH2:9][C:10]2[CH:30]=[CH:29][C:13]3[C:14](=[CH:23]/[C:24](/[NH:27][OH:28])=[N:25]\[H])[C:15]4[CH:22]=[CH:21][CH:20]=[CH:19][C:16]=4[CH2:17][CH2:18][C:12]=3[CH:11]=2)[C:7]2[CH:31]=[CH:32][CH:33]=[CH:34][C:6]=2[N:5]=1)[CH2:2][CH3:3].[CH:35](OCC)(OCC)OCC. (3) Given the product [Cl:17][C:9]1[CH:8]=[C:7]([C:4]2[S:3][C:2]([N:25]3[CH:26]=[C:27]4[C:28]([CH2:29][CH2:30][N:31]([C:34]([O:36][C:37]([CH3:40])([CH3:39])[CH3:38])=[O:35])[CH2:32][CH2:33]4)=[N:24]3)=[N:6][N:5]=2)[CH:12]=[CH:11][C:10]=1[O:13][CH:14]([CH3:16])[CH3:15].[Cl:17][C:9]1[CH:8]=[C:7]([C:4]2[S:3][C:2]([N:24]3[C:28]4[CH2:29][CH2:30][N:31]([C:34]([O:36][C:37]([CH3:40])([CH3:39])[CH3:38])=[O:35])[CH2:32][CH2:33][C:27]=4[CH:26]=[N:25]3)=[N:6][N:5]=2)[CH:12]=[CH:11][C:10]=1[O:13][CH:14]([CH3:16])[CH3:15], predict the reactants needed to synthesize it. The reactants are: Br[C:2]1[S:3][C:4]([C:7]2[CH:12]=[CH:11][C:10]([O:13][CH:14]([CH3:16])[CH3:15])=[C:9]([Cl:17])[CH:8]=2)=[N:5][N:6]=1.C([O-])([O-])=O.[Cs+].[Cs+].[N:24]1[NH:25][CH:26]=[C:27]2[CH2:33][CH2:32][N:31]([C:34]([O:36][C:37]([CH3:40])([CH3:39])[CH3:38])=[O:35])[CH2:30][CH2:29][C:28]=12. (4) Given the product [CH3:40][C:37]1([CH3:41])[C:36](=[O:42])[NH:35][C:34]2[N:43]=[CH:44][C:31](/[CH:11]=[CH:10]/[C:9]([N:8]([CH2:7][C:6]3[CH:14]=[CH:15][CH:16]=[C:4]([CH:1]([CH3:3])[CH3:2])[C:5]=3[O:17][CH2:18][CH2:19][CH3:20])[CH3:13])=[O:12])=[CH:32][C:33]=2[CH2:39][NH:38]1, predict the reactants needed to synthesize it. The reactants are: [CH:1]([C:4]1[C:5]([O:17][CH2:18][CH2:19][CH3:20])=[C:6]([CH:14]=[CH:15][CH:16]=1)[CH2:7][N:8]([CH3:13])[C:9](=[O:12])[CH:10]=[CH2:11])([CH3:3])[CH3:2].C(N(C(C)C)CC)(C)C.Br[C:31]1[CH:44]=[N:43][C:34]2[NH:35][C:36](=[O:42])[C:37]([CH3:41])([CH3:40])[NH:38][CH2:39][C:33]=2[CH:32]=1.CC1C=CC=CC=1P(C1C=CC=CC=1C)C1C=CC=CC=1C. (5) Given the product [C:1]([O:5][C:6]([N:8]1[CH2:14][CH2:13][CH2:12][N:11]([C:16]2[NH:20][C:19]3[CH:21]=[CH:22][CH:23]=[CH:24][C:18]=3[N:17]=2)[CH2:10][CH2:9]1)=[O:7])([CH3:4])([CH3:2])[CH3:3], predict the reactants needed to synthesize it. The reactants are: [C:1]([O:5][C:6]([N:8]1[CH2:14][CH2:13][CH2:12][NH:11][CH2:10][CH2:9]1)=[O:7])([CH3:4])([CH3:3])[CH3:2].Cl[C:16]1[NH:17][C:18]2[CH:24]=[CH:23][CH:22]=[CH:21][C:19]=2[N:20]=1.C(N(CC)CC)C. (6) The reactants are: [Cl:1][C:2]1[C:3]([C:10]([NH:12][NH2:13])=[O:11])=[N:4][C:5]([S:8][CH3:9])=[N:6][CH:7]=1.[F:14][C:15]1[CH:20]=[CH:19][C:18]([N:21]=[C:22]=[S:23])=[CH:17][CH:16]=1. Given the product [Cl:1][C:2]1[CH:7]=[N:6][C:5]([S:8][CH3:9])=[N:4][C:3]=1[C:10]([NH:12][NH:13][C:22]([NH:21][C:18]1[CH:19]=[CH:20][C:15]([F:14])=[CH:16][CH:17]=1)=[S:23])=[O:11], predict the reactants needed to synthesize it. (7) Given the product [Cl:1][C:2]1[CH:10]=[N:9][CH:8]=[C:7]([Cl:11])[C:3]=1[C:4]#[N:6], predict the reactants needed to synthesize it. The reactants are: [Cl:1][C:2]1[CH:10]=[N:9][CH:8]=[C:7]([Cl:11])[C:3]=1[C:4]([NH2:6])=O. (8) Given the product [CH2:1]=[CH:2][C:3]1[CH:8]=[CH:7][CH:6]=[CH:5][CH:4]=1.[CH2:13]=[CH:9][CH:10]=[CH2:11], predict the reactants needed to synthesize it. The reactants are: [CH2:1]=[CH:2][C:3]1[CH:8]=[CH:7][CH:6]=[CH:5][CH:4]=1.[CH2:9]([CH2:13]O)[CH2:10][CH2:11]O. (9) Given the product [Cl:1][C:2]1[CH:7]=[CH:6][C:5]([C@@H:8]2[CH2:12][N:11]([C:13]3[CH:18]=[CH:17][CH2:16][NH:15][N:14]=3)[CH2:10][C@H:9]2[C:19]([OH:21])=[O:20])=[CH:4][CH:3]=1, predict the reactants needed to synthesize it. The reactants are: [Cl:1][C:2]1[CH:7]=[CH:6][C:5]([C@@H:8]2[CH2:12][N:11]([C:13]3[CH:18]=[CH:17][CH2:16][NH:15][N:14]=3)[CH2:10][C@H:9]2[C:19]([O:21]C)=[O:20])=[CH:4][CH:3]=1.ClC1C=CC([C@@H]2CN(C3C=CCNN=3)C[C@H]2C([O-])=O)=CC=1.